This data is from Forward reaction prediction with 1.9M reactions from USPTO patents (1976-2016). The task is: Predict the product of the given reaction. (1) Given the reactants [Br:1][C:2]1[CH:3]=[C:4]2[C:8](=[CH:9][CH:10]=1)[C:7](=[O:11])[CH:6]=[CH:5]2.CN(C)P(N(C)C)(N(C)C)=O.[CH3:23][CH2:24][CH2:25]CCC.C([Li])CCC.C(I)(C)C, predict the reaction product. The product is: [Br:1][C:2]1[CH:3]=[C:4]2[C:8](=[CH:9][CH:10]=1)[C:7](=[O:11])[CH:6]([CH:24]([CH3:25])[CH3:23])[CH2:5]2. (2) Given the reactants [Br:1][C:2]1[CH:3]=[CH:4][C:5]([N:8]2[CH:12]=[C:11]([CH:13]=[O:14])[N:10]=[CH:9]2)=[N:6][CH:7]=1.[BH4-].[Na+], predict the reaction product. The product is: [Br:1][C:2]1[CH:3]=[CH:4][C:5]([N:8]2[CH:12]=[C:11]([CH2:13][OH:14])[N:10]=[CH:9]2)=[N:6][CH:7]=1. (3) Given the reactants Br[C:2]1[CH:7]=[CH:6][C:5]([CH:8]2[O:12][CH2:11][CH2:10][O:9]2)=[CH:4][CH:3]=1.[C:13]([C:17]1[CH:22]=[CH:21][C:20]([NH:23][C:24]2[CH:29]=[CH:28][CH:27]=[CH:26][CH:25]=2)=[CH:19][CH:18]=1)([CH3:16])([CH3:15])[CH3:14].N#N.ClP(C(C)(C)C)C(C)(C)C, predict the reaction product. The product is: [C:13]([C:17]1[CH:22]=[CH:21][C:20]([N:23]([C:2]2[CH:7]=[CH:6][C:5]([CH:8]3[O:12][CH2:11][CH2:10][O:9]3)=[CH:4][CH:3]=2)[C:24]2[CH:29]=[CH:28][CH:27]=[CH:26][CH:25]=2)=[CH:19][CH:18]=1)([CH3:16])([CH3:14])[CH3:15]. (4) Given the reactants [Cl:1][C:2]1[CH:3]=[C:4]([O:9]C)[CH:5]=[C:6]([F:8])[CH:7]=1.B(Br)(Br)Br.C([O-])(O)=O.[Na+], predict the reaction product. The product is: [Cl:1][C:2]1[CH:3]=[C:4]([OH:9])[CH:5]=[C:6]([F:8])[CH:7]=1. (5) Given the reactants CN(C(ON1N=NC2C=CC=NC1=2)=[N+](C)C)C.F[P-](F)(F)(F)(F)F.[C:25]([O:29][C:30]([N:32]1[CH2:37][CH2:36][C:35]([C:41]#[N:42])([C:38]([OH:40])=O)[CH2:34][CH2:33]1)=[O:31])([CH3:28])([CH3:27])[CH3:26].CCN(C(C)C)C(C)C.[NH2:52][C:53]1[CH:58]=[CH:57][C:56]([F:59])=[CH:55][N:54]=1, predict the reaction product. The product is: [C:41]([C:35]1([C:38](=[O:40])[NH:52][C:53]2[CH:58]=[CH:57][C:56]([F:59])=[CH:55][N:54]=2)[CH2:34][CH2:33][N:32]([C:30]([O:29][C:25]([CH3:26])([CH3:27])[CH3:28])=[O:31])[CH2:37][CH2:36]1)#[N:42]. (6) The product is: [Br:21][C:22]1[CH:30]=[CH:29][C:25]([C:26]([NH:20][C:18]2[O:19][C:15]([C:12]3[CH:11]=[CH:10][C:9]([O:8][C:4]4[CH:3]=[N:2][CH:7]=[CH:6][CH:5]=4)=[CH:14][CH:13]=3)=[N:16][N:17]=2)=[O:27])=[CH:24][CH:23]=1. Given the reactants Br.[N:2]1[CH:7]=[CH:6][CH:5]=[C:4]([O:8][C:9]2[CH:14]=[CH:13][C:12]([C:15]3[O:19][C:18]([NH2:20])=[N:17][N:16]=3)=[CH:11][CH:10]=2)[CH:3]=1.[Br:21][C:22]1[CH:30]=[CH:29][C:25]([C:26](Cl)=[O:27])=[CH:24][CH:23]=1, predict the reaction product. (7) Given the reactants [Br:1][C:2]1[C:3]([C:29]2[C:38]3[C:33](=[CH:34][CH:35]=[CH:36][CH:37]=3)[CH:32]=[CH:31][CH:30]=2)=[N:4][O:5][C:6]=1[C@@H:7]1[C@:12]([C:14]2[CH:19]=[CH:18][C:17]([F:20])=[C:16]([F:21])[CH:15]=2)([OH:13])[CH2:11][CH2:10][N:9](C(OC(C)(C)C)=O)[CH2:8]1.Cl.O1CCOCC1, predict the reaction product. The product is: [Br:1][C:2]1[C:3]([C:29]2[C:38]3[C:33](=[CH:34][CH:35]=[CH:36][CH:37]=3)[CH:32]=[CH:31][CH:30]=2)=[N:4][O:5][C:6]=1[C@@H:7]1[C@:12]([C:14]2[CH:19]=[CH:18][C:17]([F:20])=[C:16]([F:21])[CH:15]=2)([OH:13])[CH2:11][CH2:10][NH:9][CH2:8]1.